From a dataset of Full USPTO retrosynthesis dataset with 1.9M reactions from patents (1976-2016). Predict the reactants needed to synthesize the given product. (1) The reactants are: [C:1]([O:5][C:6]([N:8]1[CH2:13][CH2:12][CH2:11][CH2:10][CH:9]1[CH2:14][CH2:15][OH:16])=[O:7])([CH3:4])([CH3:3])[CH3:2].C(N(CC)CC)C.[CH3:24][S:25](Cl)(=[O:27])=[O:26]. Given the product [CH3:24][S:25]([O:16][CH2:15][CH2:14][CH:9]1[CH2:10][CH2:11][CH2:12][CH2:13][N:8]1[C:6]([O:5][C:1]([CH3:4])([CH3:3])[CH3:2])=[O:7])(=[O:27])=[O:26], predict the reactants needed to synthesize it. (2) Given the product [CH3:22][O:16][C:15]([C:13]1[C:8]2[C:23](=[CH:12][C:11]([Br:14])=[CH:10][CH:9]=2)[N:24]([CH3:25])[CH:26]=1)=[O:18], predict the reactants needed to synthesize it. The reactants are: COC(C1[C:13]2[C:8](=[CH:9][CH:10]=[C:11]([Br:14])[CH:12]=2)NC=1)=O.[C:15](=[O:18])([O-])[O-:16].[K+].[K+].I[CH3:22].[CH3:23][N:24]([CH:26]=O)[CH3:25].